This data is from hERG Central: cardiac toxicity at 1µM, 10µM, and general inhibition. The task is: Predict hERG channel inhibition at various concentrations. Results: hERG_inhib (hERG inhibition (general)): blocker. The drug is CN1CCN(CCCOc2ccc(-c3ccccc3)cc2)CC1.Cl.